This data is from Peptide-MHC class II binding affinity with 134,281 pairs from IEDB. The task is: Regression. Given a peptide amino acid sequence and an MHC pseudo amino acid sequence, predict their binding affinity value. This is MHC class II binding data. The peptide sequence is GCWGQVTLTVTVTAATLL. The MHC is DRB5_0101 with pseudo-sequence DRB5_0101. The binding affinity (normalized) is 0.